Dataset: NCI-60 drug combinations with 297,098 pairs across 59 cell lines. Task: Regression. Given two drug SMILES strings and cell line genomic features, predict the synergy score measuring deviation from expected non-interaction effect. (1) Drug 1: CC1OCC2C(O1)C(C(C(O2)OC3C4COC(=O)C4C(C5=CC6=C(C=C35)OCO6)C7=CC(=C(C(=C7)OC)O)OC)O)O. Drug 2: CC12CCC3C(C1CCC2OP(=O)(O)O)CCC4=C3C=CC(=C4)OC(=O)N(CCCl)CCCl.[Na+]. Cell line: MALME-3M. Synergy scores: CSS=6.31, Synergy_ZIP=-7.57, Synergy_Bliss=-5.61, Synergy_Loewe=-16.8, Synergy_HSA=-5.32. (2) Drug 1: CN(C)C1=NC(=NC(=N1)N(C)C)N(C)C. Drug 2: CC1=C(C(CCC1)(C)C)C=CC(=CC=CC(=CC(=O)O)C)C. Cell line: SNB-75. Synergy scores: CSS=3.39, Synergy_ZIP=-0.728, Synergy_Bliss=1.49, Synergy_Loewe=-2.94, Synergy_HSA=-0.103. (3) Cell line: OVCAR3. Synergy scores: CSS=26.8, Synergy_ZIP=0.136, Synergy_Bliss=3.32, Synergy_Loewe=-15.2, Synergy_HSA=-0.525. Drug 2: COC1=NC(=NC2=C1N=CN2C3C(C(C(O3)CO)O)O)N. Drug 1: COC1=C(C=C2C(=C1)N=CN=C2NC3=CC(=C(C=C3)F)Cl)OCCCN4CCOCC4. (4) Drug 1: COC1=C(C=C2C(=C1)N=CN=C2NC3=CC(=C(C=C3)F)Cl)OCCCN4CCOCC4. Drug 2: C1=CN(C(=O)N=C1N)C2C(C(C(O2)CO)O)O.Cl. Cell line: HL-60(TB). Synergy scores: CSS=44.9, Synergy_ZIP=2.58, Synergy_Bliss=5.45, Synergy_Loewe=7.65, Synergy_HSA=8.88. (5) Drug 1: C1=CC=C(C=C1)NC(=O)CCCCCCC(=O)NO. Drug 2: CN(CCCl)CCCl.Cl. Cell line: COLO 205. Synergy scores: CSS=23.8, Synergy_ZIP=-4.10, Synergy_Bliss=7.35, Synergy_Loewe=-3.37, Synergy_HSA=1.74. (6) Drug 2: CC(C)CN1C=NC2=C1C3=CC=CC=C3N=C2N. Synergy scores: CSS=1.57, Synergy_ZIP=-6.83, Synergy_Bliss=-14.9, Synergy_Loewe=2.26, Synergy_HSA=-13.0. Cell line: HOP-92. Drug 1: CC1=C(C=C(C=C1)NC(=O)C2=CC=C(C=C2)CN3CCN(CC3)C)NC4=NC=CC(=N4)C5=CN=CC=C5. (7) Drug 1: C1=NC2=C(N1)C(=S)N=CN2. Drug 2: CC1=C(C=C(C=C1)C(=O)NC2=CC(=CC(=C2)C(F)(F)F)N3C=C(N=C3)C)NC4=NC=CC(=N4)C5=CN=CC=C5. Cell line: HOP-62. Synergy scores: CSS=17.5, Synergy_ZIP=-3.97, Synergy_Bliss=7.08, Synergy_Loewe=7.01, Synergy_HSA=6.60.